The task is: Predict the product of the given reaction.. This data is from Forward reaction prediction with 1.9M reactions from USPTO patents (1976-2016). (1) Given the reactants [CH2:1]([O:3][C:4]([C:6]1[N:11]=[C:10]([C:12]2[CH2:13][CH2:14][N:15]([C:18]([O:20][C:21]([CH3:24])([CH3:23])[CH3:22])=[O:19])[CH2:16][CH:17]=2)[CH:9]=[CH:8][CH:7]=1)=[O:5])[CH3:2], predict the reaction product. The product is: [CH2:1]([O:3][C:4]([C:6]1[N:11]=[C:10]([CH:12]2[CH2:13][CH2:14][N:15]([C:18]([O:20][C:21]([CH3:22])([CH3:24])[CH3:23])=[O:19])[CH2:16][CH2:17]2)[CH:9]=[CH:8][CH:7]=1)=[O:5])[CH3:2]. (2) Given the reactants C(C1N(C2C=CC=CC=2)N=C(C(OCC)=O)C=1C1C=CC(C(O)=O)=CC=1C(N1CCC2C(=CC=CC=2)C1)=O)CCC.C([O:46][C:47]([C:49]1[CH:54]=[CH:53][C:52]([C:55]2[C:56]([C:75]([O:77][CH2:78][CH3:79])=[O:76])=[N:57][N:58]([C:64]3[CH:69]=[CH:68][C:67]([O:70][CH2:71][CH2:72][CH2:73][CH3:74])=[CH:66][CH:65]=3)[C:59]=2[CH2:60][CH2:61][CH2:62][CH3:63])=[C:51]([C:80]([N:82]2[CH2:91][CH2:90][C:89]3[C:84](=[CH:85][CH:86]=[CH:87][CH:88]=3)[CH2:83]2)=[O:81])[CH:50]=1)=[O:48])(C)(C)C, predict the reaction product. The product is: [CH2:71]([O:70][C:67]1[CH:66]=[CH:65][C:64]([N:58]2[C:59]([CH2:60][CH2:61][CH2:62][CH3:63])=[C:55]([C:52]3[CH:53]=[CH:54][C:49]([C:47]([OH:48])=[O:46])=[CH:50][C:51]=3[C:80]([N:82]3[CH2:91][CH2:90][C:89]4[C:84](=[CH:85][CH:86]=[CH:87][CH:88]=4)[CH2:83]3)=[O:81])[C:56]([C:75]([O:77][CH2:78][CH3:79])=[O:76])=[N:57]2)=[CH:69][CH:68]=1)[CH2:72][CH2:73][CH3:74]. (3) Given the reactants [CH3:1][N:2]([CH3:14])[CH2:3][CH2:4][N:5]1[C:9]2=[N:10][CH:11]=[CH:12][CH:13]=[C:8]2[CH:7]=[CH:6]1.[F:15][C:16]1[CH:17]=[C:18]([S:22]([Cl:25])(=[O:24])=[O:23])[CH:19]=[CH:20][CH:21]=1, predict the reaction product. The product is: [ClH:25].[ClH:25].[CH3:1][N:2]([CH3:14])[CH2:3][CH2:4][N:5]1[C:9]2=[N:10][CH:11]=[CH:12][CH:13]=[C:8]2[C:7]([S:22]([C:18]2[CH:19]=[CH:20][CH:21]=[C:16]([F:15])[CH:17]=2)(=[O:24])=[O:23])=[CH:6]1. (4) Given the reactants C(O)(=O)[C@H:2]([C:4]1C=CC=C[CH:5]=1)[OH:3].[CH3:12][C@H:13]1[CH2:18][CH2:17][CH2:16][NH:15][CH2:14]1.BrCCCO.C(=O)([O-])[O-].[K+].[K+], predict the reaction product. The product is: [CH3:12][C@H:13]1[CH2:18][CH2:17][CH2:16][N:15]([CH2:5][CH2:4][CH2:2][OH:3])[CH2:14]1. (5) The product is: [CH:6]([O:9][C:10]([N:12]1[CH2:13][CH2:14][CH:15]([O:18][N:19]=[C:20]2[CH2:25][CH2:24][N:23]([C:26]3[C:31]([F:32])=[CH:30][C:29]([CH2:33][N:45]4[CH:44]=[C:43]([CH3:42])[CH:47]=[N:46]4)=[CH:28][N:27]=3)[CH2:22][CH2:21]2)[CH2:16][CH2:17]1)=[O:11])([CH3:7])[CH3:8]. Given the reactants S(Cl)(C)(=O)=O.[CH:6]([O:9][C:10]([N:12]1[CH2:17][CH2:16][CH:15]([O:18][N:19]=[C:20]2[CH2:25][CH2:24][N:23]([C:26]3[C:31]([F:32])=[CH:30][C:29]([CH2:33]O)=[CH:28][N:27]=3)[CH2:22][CH2:21]2)[CH2:14][CH2:13]1)=[O:11])([CH3:8])[CH3:7].C(N(CC)CC)C.[CH3:42][C:43]1[CH:44]=[N:45][NH:46][CH:47]=1.[H-].[Na+], predict the reaction product. (6) Given the reactants [O:1]=[S:2]1(=[O:32])[C:8]2[CH:9]=[CH:10][CH:11]=[CH:12][C:7]=2[CH2:6][N:5]([C:13]2[CH:22]=[C:21]([NH:23][CH2:24][CH:25]([OH:30])[CH2:26][C:27](O)=[O:28])[C:20]3[C:15](=[CH:16][CH:17]=[C:18]([CH3:31])[CH:19]=3)[N:14]=2)[CH2:4][CH2:3]1.[BH4-].[Na+].II, predict the reaction product. The product is: [O:32]=[S:2]1(=[O:1])[C:8]2[CH:9]=[CH:10][CH:11]=[CH:12][C:7]=2[CH2:6][N:5]([C:13]2[CH:22]=[C:21]([NH:23][CH2:24][CH:25]([OH:30])[CH2:26][CH2:27][OH:28])[C:20]3[C:15](=[CH:16][CH:17]=[C:18]([CH3:31])[CH:19]=3)[N:14]=2)[CH2:4][CH2:3]1. (7) Given the reactants [C:1]1([C:23]2[CH:28]=[CH:27][CH:26]=[CH:25][CH:24]=2)[CH:6]=[CH:5][C:4]([CH2:7][C@@H:8]([NH:15][C:16]([O:18][C:19]([CH3:22])([CH3:21])[CH3:20])=[O:17])[CH2:9][C@@H:10]([OH:14])[C:11]([OH:13])=[O:12])=[CH:3][CH:2]=1.C(=O)([O-])[O-].[Cs+].[Cs+].Cl[CH2:36][C:37]1[O:38][C:39](=[O:43])[O:40][C:41]=1[CH3:42].CCOC(C)=O, predict the reaction product. The product is: [CH3:42][C:41]1[O:40][C:39](=[O:43])[O:38][C:37]=1[CH2:36][O:12][C:11](=[O:13])[C@H:10]([OH:14])[CH2:9][C@H:8]([NH:15][C:16]([O:18][C:19]([CH3:22])([CH3:21])[CH3:20])=[O:17])[CH2:7][C:4]1[CH:3]=[CH:2][C:1]([C:23]2[CH:24]=[CH:25][CH:26]=[CH:27][CH:28]=2)=[CH:6][CH:5]=1.